From a dataset of Full USPTO retrosynthesis dataset with 1.9M reactions from patents (1976-2016). Predict the reactants needed to synthesize the given product. (1) The reactants are: [Br:1][C:2]1[CH:3]=[CH:4][C:5]([C:8]([OH:10])=O)=[N:6][CH:7]=1.[CH3:11][C:12]1[C:13]([N:19]2[CH2:24][CH2:23][NH:22][CH2:21][CH2:20]2)=[N:14][CH:15]=[C:16]([CH3:18])[CH:17]=1. Given the product [Br:1][C:2]1[CH:3]=[CH:4][C:5]([C:8]([N:22]2[CH2:23][CH2:24][N:19]([C:13]3[C:12]([CH3:11])=[CH:17][C:16]([CH3:18])=[CH:15][N:14]=3)[CH2:20][CH2:21]2)=[O:10])=[N:6][CH:7]=1, predict the reactants needed to synthesize it. (2) Given the product [C:21]([O:20][C:13](=[O:19])[CH2:14][CH2:15][C:16]([NH:37][CH2:38][C:39]1[CH:44]=[CH:43][CH:42]=[C:41]([CH2:45][OH:46])[CH:40]=1)=[O:18])([CH3:24])([CH3:23])[CH3:22], predict the reactants needed to synthesize it. The reactants are: Cl.CN(C)CCCN=C=NCC.[C:13]([O:20][C:21]([CH3:24])([CH3:23])[CH3:22])(=[O:19])[CH2:14][CH2:15][C:16]([O-:18])=O.ON1C(=O)C2C=CC=CC=2N=N1.[NH2:37][CH2:38][C:39]1[CH:40]=[C:41]([CH2:45][OH:46])[CH:42]=[CH:43][CH:44]=1.C(N(C(C)C)C(C)C)C. (3) Given the product [OH2:20].[ClH:23].[ClH:23].[C:34]([C@@H:28]1[CH2:29][C:30]([F:32])([F:33])[CH2:31][N:27]1[C:25](=[O:26])[CH2:24][NH:1][C:2]12[CH2:11][CH:6]3[CH2:7][CH:8]([CH2:10][C:4]([NH:12][C:13](=[O:22])[C:14]4[CH:19]=[CH:18][C:17]([O:20][CH3:21])=[CH:16][CH:15]=4)([CH2:5]3)[CH2:3]1)[CH2:9]2)#[N:35], predict the reactants needed to synthesize it. The reactants are: [NH2:1][C:2]12[CH2:11][CH:6]3[CH2:7][CH:8]([CH2:10][C:4]([NH:12][C:13](=[O:22])[C:14]4[CH:19]=[CH:18][C:17]([O:20][CH3:21])=[CH:16][CH:15]=4)([CH2:5]3)[CH2:3]1)[CH2:9]2.[Cl:23][CH2:24][C:25]([N:27]1[CH2:31][C:30]([F:33])([F:32])[CH2:29][C@H:28]1[C:34]#[N:35])=[O:26].CCN(C(C)C)C(C)C. (4) Given the product [NH2:4][C:42](=[O:44])[C:40]([NH:39][C:37](=[O:38])[C:36]1[CH:46]=[CH:47][CH:48]=[C:34]([C:22]2[C:23]3[C:18](=[C:17]([CH2:16][C:14]#[N:15])[C:26]([O:27][CH3:28])=[C:25]4[O:29][C:30]([CH3:32])([CH3:33])[CH2:31][C:24]4=3)[CH2:19][C:20]([CH3:50])([CH3:49])[N:21]=2)[CH:35]=1)([CH3:45])[CH3:41], predict the reactants needed to synthesize it. The reactants are: Cl.C([N:4]=C=NCCCN(C)C)C.Cl.[C:14]([CH2:16][C:17]1[C:26]([O:27][CH3:28])=[C:25]2[O:29][C:30]([CH3:33])([CH3:32])[CH2:31][C:24]2=[C:23]2[C:18]=1[CH2:19][C:20]([CH3:50])([CH3:49])[N:21]=[C:22]2[C:34]1[CH:35]=[C:36]([CH:46]=[CH:47][CH:48]=1)[C:37]([NH:39][C:40]([CH3:45])([C:42]([OH:44])=O)[CH3:41])=[O:38])#[N:15].C(N(CC)CC)C. (5) The reactants are: [CH3:1][C:2]([CH3:5])([O-])[CH3:3].[K+].[CH3:7][O:8][C:9]1[C:10](=[O:15])[NH:11][CH:12]=[CH:13][CH:14]=1.F[C:17]1C=C(C)[C:20]([N+:24]([O-:26])=[O:25])=[CH:19][C:18]=1C.[Cl-].[Na+]. Given the product [CH3:1][C:2]1[CH:5]=[C:20]([N+:24]([O-:26])=[O:25])[CH:19]=[C:18]([CH3:17])[C:3]=1[N:11]1[CH:12]=[CH:13][CH:14]=[C:9]([O:8][CH3:7])[C:10]1=[O:15], predict the reactants needed to synthesize it. (6) Given the product [Br:9][C:10]1[N:14]2[N:15]=[C:16]([NH:1][CH2:2][C@H:3]3[NH:7][C:6](=[O:8])[CH2:5][CH2:4]3)[CH:17]=[CH:18][C:13]2=[N:12][CH:11]=1, predict the reactants needed to synthesize it. The reactants are: [NH2:1][CH2:2][C@H:3]1[NH:7][C:6](=[O:8])[CH2:5][CH2:4]1.[Br:9][C:10]1[N:14]2[N:15]=[C:16](F)[CH:17]=[CH:18][C:13]2=[N:12][CH:11]=1. (7) Given the product [NH2:1][C:2]1[CH:15]=[CH:14][C:13]2[CH2:12][C:11]3[C:6](=[CH:7][CH:8]=[C:9]([NH2:17])[CH:10]=3)[C:5](=[O:18])[C:4]=2[CH:3]=1, predict the reactants needed to synthesize it. The reactants are: [NH2:1][C:2]1[CH:15]=[CH:14][C:13]2[C:12](=O)[C:11]3[C:6](=[CH:7][CH:8]=[C:9]([NH2:17])[CH:10]=3)[C:5](=[O:18])[C:4]=2[CH:3]=1.[Sn].